Dataset: Forward reaction prediction with 1.9M reactions from USPTO patents (1976-2016). Task: Predict the product of the given reaction. (1) Given the reactants [N:1]1([CH2:5][CH2:6][N:7]2[CH:11]=[C:10]([C:12]3[CH:17]=[CH:16][N:15]=[C:14]([CH:18]([CH3:20])[CH3:19])[CH:13]=3)[N:9]=[C:8]2[CH:21]2[CH2:26][CH2:25][NH:24][CH2:23][CH2:22]2)[CH2:4][CH2:3][CH2:2]1.Cl[C:28]1[N:33]=[CH:32][N:31]=[C:30]([NH2:34])[C:29]=1[CH:35]1[CH2:38][CH2:37][CH2:36]1, predict the reaction product. The product is: [N:1]1([CH2:5][CH2:6][N:7]2[CH:11]=[C:10]([C:12]3[CH:17]=[CH:16][N:15]=[C:14]([CH:18]([CH3:20])[CH3:19])[CH:13]=3)[N:9]=[C:8]2[CH:21]2[CH2:22][CH2:23][N:24]([C:28]3[N:33]=[CH:32][N:31]=[C:30]([NH2:34])[C:29]=3[CH:35]3[CH2:38][CH2:37][CH2:36]3)[CH2:25][CH2:26]2)[CH2:4][CH2:3][CH2:2]1. (2) The product is: [Br:1][C:2]1[CH:18]=[CH:17][C:5]2[CH2:6][CH2:7][CH2:8][C@@H:9]3[CH2:14][S:13][C:12]([NH:15][C:26](=[O:27])[O:28][C:29]([CH3:32])([CH3:31])[CH3:30])=[N:11][C@:10]3([CH3:16])[C:4]=2[CH:3]=1. Given the reactants [Br:1][C:2]1[CH:18]=[CH:17][C:5]2[CH2:6][CH2:7][CH2:8][C@@H:9]3[CH2:14][S:13][C:12]([NH2:15])=[N:11][C@:10]3([CH3:16])[C:4]=2[CH:3]=1.C(O)(C(F)(F)F)=O.[C:26](O[C:26]([O:28][C:29]([CH3:32])([CH3:31])[CH3:30])=[O:27])([O:28][C:29]([CH3:32])([CH3:31])[CH3:30])=[O:27], predict the reaction product. (3) Given the reactants [C:1]([O:5][C:6]([N:8]1[CH2:13][CH2:12][CH:11]([CH2:14][CH2:15][O:16][C:17]2[C:22]([C:23]([OH:25])=O)=[C:21]([NH:26][CH2:27][CH:28]3[CH2:36][CH2:35][C:31]4([CH2:34][CH2:33][CH2:32]4)[CH2:30][CH2:29]3)[N:20]=[C:19]([C:37]#[N:38])[N:18]=2)[CH2:10][CH2:9]1)=[O:7])([CH3:4])([CH3:3])[CH3:2].CN.C[CH2:42][N:43]=C=NCCCN(C)C.Cl, predict the reaction product. The product is: [C:1]([O:5][C:6]([N:8]1[CH2:13][CH2:12][CH:11]([CH2:14][CH2:15][O:16][C:17]2[C:22]([C:23](=[O:25])[NH:43][CH3:42])=[C:21]([NH:26][CH2:27][CH:28]3[CH2:36][CH2:35][C:31]4([CH2:32][CH2:33][CH2:34]4)[CH2:30][CH2:29]3)[N:20]=[C:19]([C:37]#[N:38])[N:18]=2)[CH2:10][CH2:9]1)=[O:7])([CH3:3])([CH3:2])[CH3:4]. (4) The product is: [C:1]([O:5][C:6](=[O:19])[NH:7][C@H:8]([CH2:9][C:10]1[CH:15]=[CH:14][CH:13]=[CH:12][CH:11]=1)[C@@H:16]([OH:17])[CH2:18][N:20]1[CH2:25][CH2:24][O:23][CH2:22][CH2:21]1)([CH3:4])([CH3:3])[CH3:2]. Given the reactants [C:1]([O:5][C:6](=[O:19])[NH:7][C@@H:8]([C@@H:16]1[CH2:18][O:17]1)[CH2:9][C:10]1[CH:15]=[CH:14][CH:13]=[CH:12][CH:11]=1)([CH3:4])([CH3:3])[CH3:2].[NH:20]1[CH2:25][CH2:24][O:23][CH2:22][CH2:21]1, predict the reaction product. (5) Given the reactants C(=O)([O-])[O-].[K+].[K+].CN(C)C=O.[Cl:12][C:13]1[CH:21]=[C:20](F)[C:19]([N+:23]([O-:25])=[O:24])=[CH:18][C:14]=1[C:15]([OH:17])=[O:16].[F:26][C:27]1[CH:28]=[CH:29][C:30]([CH3:39])=[C:31]([N:33]2[CH2:38][CH2:37][NH:36][CH2:35][CH2:34]2)[CH:32]=1.Cl, predict the reaction product. The product is: [Cl:12][C:13]1[CH:21]=[C:20]([N:36]2[CH2:35][CH2:34][N:33]([C:31]3[CH:32]=[C:27]([F:26])[CH:28]=[CH:29][C:30]=3[CH3:39])[CH2:38][CH2:37]2)[C:19]([N+:23]([O-:25])=[O:24])=[CH:18][C:14]=1[C:15]([OH:17])=[O:16]. (6) Given the reactants [Br:1][C:2]1[CH:10]=[CH:9][C:5]([C:6](Cl)=[O:7])=[CH:4][CH:3]=1.C([N:14]([CH:17](C)C)CC)(C)C.[C:20](OCC)(=[O:22])C, predict the reaction product. The product is: [Br:1][C:2]1[CH:10]=[CH:9][C:5]([C:6]([N:14]([O:22][CH3:20])[CH3:17])=[O:7])=[CH:4][CH:3]=1. (7) Given the reactants [CH:1]([C:4]1[CH:5]=[C:6]2[C:14](=[CH:15][CH:16]=1)[N:13]([CH:17]([C:21]1[CH:26]=[CH:25][C:24]([C:27]([F:30])([F:29])[F:28])=[CH:23][CH:22]=1)[CH2:18][O:19][CH3:20])[C:12]1[CH:11]([CH2:31][C:32]([O:34]CC)=[O:33])[CH2:10][CH2:9][CH2:8][C:7]2=1)([CH3:3])[CH3:2].[Li+].[OH-], predict the reaction product. The product is: [CH:1]([C:4]1[CH:5]=[C:6]2[C:14](=[CH:15][CH:16]=1)[N:13]([CH:17]([C:21]1[CH:22]=[CH:23][C:24]([C:27]([F:28])([F:29])[F:30])=[CH:25][CH:26]=1)[CH2:18][O:19][CH3:20])[C:12]1[CH:11]([CH2:31][C:32]([OH:34])=[O:33])[CH2:10][CH2:9][CH2:8][C:7]2=1)([CH3:3])[CH3:2].